This data is from Reaction yield outcomes from USPTO patents with 853,638 reactions. The task is: Predict the reaction yield, written as a fraction of the theoretical maximum amount of product (1.0 means a 100% yield; for example, 0.34 means a 34% yield). (1) The yield is 0.180. The product is [CH3:25][CH:24]([CH3:26])[CH2:23][C@@H:19]([C:20](=[O:22])[NH:36][CH:12]([C:10]1[S:11][C:7]([C:1]2[CH:2]=[CH:3][CH:4]=[CH:5][CH:6]=2)=[CH:8][CH:9]=1)[C:35](=[O:38])[NH:34][CH2:27][C:28]1[CH:33]=[CH:32][CH:31]=[CH:30][CH:29]=1)[CH2:18][C:16]([O:15][CH3:14])=[O:17]. No catalyst specified. The reactants are [C:1]1([C:7]2[S:11][C:10]([CH:12]=O)=[CH:9][CH:8]=2)[CH:6]=[CH:5][CH:4]=[CH:3][CH:2]=1.[CH3:14][O:15][C:16]([CH2:18][C@@H:19]([CH2:23][CH:24]([CH3:26])[CH3:25])[C:20]([OH:22])=O)=[O:17].[CH2:27]([N+:34]#[C-:35])[C:28]1[CH:33]=[CH:32][CH:31]=[CH:30][CH:29]=1.[NH3:36].C[OH:38]. (2) The reactants are [N+:1]([C:4]1[CH:9]=[CH:8][C:7]([SH:10])=[CH:6][CH:5]=1)([O-:3])=[O:2].[CH3:11][C:12]1[CH:13]=[C:14]([CH:17]=[C:18]([CH3:20])[CH:19]=1)[CH2:15]O.C1(P(C2C=CC=CC=2)C2C=CC=CC=2)C=CC=CC=1.N(C(OCC)=O)=NC(OCC)=O. The catalyst is O1CCCC1.C(OCC)(=O)C. The product is [CH3:11][C:12]1[CH:19]=[C:18]([CH:17]=[C:14]([CH3:15])[CH:13]=1)[CH2:20][S:10][C:7]1[CH:8]=[CH:9][C:4]([N+:1]([O-:3])=[O:2])=[CH:5][CH:6]=1. The yield is 0.500. (3) The yield is 0.700. The reactants are Cl.[CH2:2]1[O:9][CH:8]2[CH:4]([CH2:5][NH:6][CH2:7]2)[O:3]1.[Cl:10][C:11]1[C:12]([F:41])=[C:13]([CH:38]=[CH:39][CH:40]=1)[NH:14][C:15]1[C:24]2[C:19](=[CH:20][C:21]([O:36][CH3:37])=[C:22]([O:25][CH2:26][C@@H:27]3[CH2:31][CH2:30][CH2:29][N:28]3[C:32](=[O:35])[CH2:33]Cl)[CH:23]=2)[N:18]=[CH:17][N:16]=1.C(N(C(C)C)CC)(C)C. The catalyst is C(#N)C. The product is [Cl:10][C:11]1[C:12]([F:41])=[C:13]([CH:38]=[CH:39][CH:40]=1)[NH:14][C:15]1[C:24]2[C:19](=[CH:20][C:21]([O:36][CH3:37])=[C:22]([O:25][CH2:26][C@@H:27]3[CH2:31][CH2:30][CH2:29][N:28]3[C:32](=[O:35])[CH2:33][N:6]3[CH2:5][CH:4]4[O:3][CH2:2][O:9][CH:8]4[CH2:7]3)[CH:23]=2)[N:18]=[CH:17][N:16]=1. (4) The reactants are C(OOC(C)(C)C)(C)(C)C.C[O:12][C:13]1[CH:18]=[C:17](OC)[CH:16]=[CH:15][C:14]=1[C:21](=O)[CH2:22]C(OCC)=O.COC1C=C(O)C=CC=1. The catalyst is ClCCCl.N1C=CC=CC=1C1C=CC=CN=1. The product is [O:12]1[C:13]2[CH:18]=[CH:17][CH:16]=[CH:15][C:14]=2[CH:21]=[CH:22]1. The yield is 0.610. (5) The reactants are [F:1][C:2]1[C:7]([CH3:8])=[CH:6][CH:5]=[CH:4][C:3]=1[C@:9]1([CH3:16])[CH:14]=[CH:13][S:12][C:11]([NH2:15])=[N:10]1.[C:17](=O)([O:23]C(C)(C)C)[O:18][C:19]([CH3:22])([CH3:21])[CH3:20].CO.O.[OH-].[Li+]. The catalyst is C1COCC1.CN(C1C=CN=CC=1)C.O. The product is [C:19]([O:18][C:17](=[O:23])[NH:15][C:11]1[S:12][CH:13]=[CH:14][C@:9]([C:3]2[CH:4]=[CH:5][CH:6]=[C:7]([CH3:8])[C:2]=2[F:1])([CH3:16])[N:10]=1)([CH3:22])([CH3:21])[CH3:20]. The yield is 0.730.